The task is: Predict the product of the given reaction.. This data is from Forward reaction prediction with 1.9M reactions from USPTO patents (1976-2016). Given the reactants Cl[C:2]1[C:11]2[C:6](=[CH:7][CH:8]=[CH:9][CH:10]=2)[N:5]([CH2:12][C:13]2[CH:18]=[CH:17][C:16]([F:19])=[CH:15][CH:14]=2)[C:4](=[O:20])[C:3]=1[C:21]#[N:22].[C:23]([O:27][C:28]([N:30]1[CH2:33][CH:32]([NH2:34])[CH2:31]1)=[O:29])([CH3:26])([CH3:25])[CH3:24].[H-].[Na+], predict the reaction product. The product is: [C:23]([O:27][C:28]([N:30]1[CH2:33][CH:32]([NH:34][C:2]2[C:11]3[C:6](=[CH:7][CH:8]=[CH:9][CH:10]=3)[N:5]([CH2:12][C:13]3[CH:18]=[CH:17][C:16]([F:19])=[CH:15][CH:14]=3)[C:4](=[O:20])[C:3]=2[C:21]#[N:22])[CH2:31]1)=[O:29])([CH3:26])([CH3:24])[CH3:25].